From a dataset of Reaction yield outcomes from USPTO patents with 853,638 reactions. Predict the reaction yield, written as a fraction of the theoretical maximum amount of product (1.0 means a 100% yield; for example, 0.34 means a 34% yield). (1) The reactants are C1(P(C2C=CC=CC=2)C2C=CC=CC=2)C=CC=CC=1.BrN1C(=O)CCC1=O.[CH:28]1(/[CH:33]=[C:34](\[C:38]2[CH:43]=[CH:42][C:41]([N:44]3[C:48]([CH3:49])=[N:47][N:46]=[N:45]3)=[C:40]([C:50]([F:53])([F:52])[F:51])[CH:39]=2)/[C:35]([OH:37])=O)[CH2:32][CH2:31][CH2:30][CH2:29]1.[NH2:54][C:55]1[S:56][CH:57]=[CH:58][N:59]=1. The catalyst is C(Cl)Cl. The product is [CH:28]1(/[CH:33]=[C:34](\[C:38]2[CH:43]=[CH:42][C:41]([N:44]3[C:48]([CH3:49])=[N:47][N:46]=[N:45]3)=[C:40]([C:50]([F:52])([F:51])[F:53])[CH:39]=2)/[C:35]([NH:54][C:55]2[S:56][CH:57]=[CH:58][N:59]=2)=[O:37])[CH2:32][CH2:31][CH2:30][CH2:29]1. The yield is 0.155. (2) The reactants are [Cl:1][C:2]1[C:11]([OH:12])=[C:10]([O:13]C)[CH:9]=[C:8]2[C:3]=1[C:4](=[O:21])[C:5]([C:18]([OH:20])=[O:19])=[CH:6][N:7]2[CH:15]1[CH2:17][CH2:16]1.B(Br)(Br)Br. The catalyst is ClCCl.CO. The product is [Cl:1][C:2]1[C:11]([OH:12])=[C:10]([OH:13])[CH:9]=[C:8]2[C:3]=1[C:4](=[O:21])[C:5]([C:18]([OH:20])=[O:19])=[CH:6][N:7]2[CH:15]1[CH2:16][CH2:17]1. The yield is 0.960. (3) The reactants are Br[C:2]1[O:3][C:4]2[C:24]([O:25][C:26](=[O:28])[CH3:27])=[C:23]([O:29][CH3:30])[CH:22]=[CH:21][C:5]=2[C:6]=1[C:7](=[O:20])[C:8]1[CH:13]=[C:12]([O:14][CH3:15])[C:11]([O:16][CH3:17])=[C:10]([O:18][CH3:19])[CH:9]=1.[C-:31]#[N:32].[Na+]. The catalyst is CS(C)=O. The product is [C:31]([C:2]1[O:3][C:4]2[C:24]([O:25][C:26](=[O:28])[CH3:27])=[C:23]([O:29][CH3:30])[CH:22]=[CH:21][C:5]=2[C:6]=1[C:7](=[O:20])[C:8]1[CH:13]=[C:12]([O:14][CH3:15])[C:11]([O:16][CH3:17])=[C:10]([O:18][CH3:19])[CH:9]=1)#[N:32]. The yield is 0.650. (4) The reactants are [CH2:1]([C:3]1[N:4]=[C:5]([C:8](OCC)=[O:9])[S:6][CH:7]=1)[CH3:2].[BH4-].[Na+]. The catalyst is CO. The product is [CH2:1]([C:3]1[N:4]=[C:5]([CH2:8][OH:9])[S:6][CH:7]=1)[CH3:2]. The yield is 0.910. (5) The reactants are [CH3:1][N:2]1[CH:6]=[C:5]([NH:7][C:8]([C:10]2[N:11]([CH3:18])[CH:12]=[C:13]([N+:15]([O-:17])=[O:16])[CH:14]=2)=[O:9])[CH:4]=[C:3]1[C:19]([O:21]C)=[O:20].[Li+].[OH-]. The catalyst is CC(N(C)C)=O.O. The product is [CH3:1][N:2]1[CH:6]=[C:5]([NH:7][C:8]([C:10]2[N:11]([CH3:18])[CH:12]=[C:13]([N+:15]([O-:17])=[O:16])[CH:14]=2)=[O:9])[CH:4]=[C:3]1[C:19]([OH:21])=[O:20]. The yield is 0.730. (6) The reactants are [C:1]([C:3]1[CH:4]=[C:5]([CH:18]=[CH:19][CH:20]=1)[C:6]([N:8]1[C:17]2[C:12](=[CH:13][CH:14]=[CH:15][CH:16]=2)[CH2:11][CH2:10][CH2:9]1)=[O:7])#[N:2].[ClH:21]. The catalyst is CO.[Pd]. The product is [ClH:21].[NH2:2][CH2:1][C:3]1[CH:4]=[C:5]([CH:18]=[CH:19][CH:20]=1)[C:6]([N:8]1[C:17]2[C:12](=[CH:13][CH:14]=[CH:15][CH:16]=2)[CH2:11][CH2:10][CH2:9]1)=[O:7]. The yield is 0.990. (7) The reactants are [N+:1]([O-:4])(O)=[O:2].[F:5][C:6]1[CH:13]=[C:12]([OH:14])[CH:11]=[CH:10][C:7]=1[C:8]#[N:9]. The catalyst is C(O)(=O)C. The product is [F:5][C:6]1[CH:13]=[C:12]([OH:14])[C:11]([N+:1]([O-:4])=[O:2])=[CH:10][C:7]=1[C:8]#[N:9]. The yield is 0.302. (8) The reactants are [CH2:1]([O:8][C:9]([NH:11][CH2:12][C:13]1([C:28]([OH:30])=O)[CH2:18][CH2:17][CH2:16][N:15]([C:19]([O:21][CH2:22][CH2:23][Si:24]([CH3:27])([CH3:26])[CH3:25])=[O:20])[CH2:14]1)=[O:10])[C:2]1[CH:7]=[CH:6][CH:5]=[CH:4][CH:3]=1.ClCCCl.CCN(C(C)C)C(C)C.[C:44]1([NH2:50])[CH:49]=[CH:48][CH:47]=[CH:46][CH:45]=1. The catalyst is C(Cl)Cl. The product is [CH2:1]([O:8][C:9]([NH:11][CH2:12][C:13]1([C:28](=[O:30])[NH:50][C:44]2[CH:49]=[CH:48][CH:47]=[CH:46][CH:45]=2)[CH2:18][CH2:17][CH2:16][N:15]([C:19]([O:21][CH2:22][CH2:23][Si:24]([CH3:26])([CH3:27])[CH3:25])=[O:20])[CH2:14]1)=[O:10])[C:2]1[CH:7]=[CH:6][CH:5]=[CH:4][CH:3]=1. The yield is 0.901. (9) The reactants are C[O:2][C:3](=O)[C:4]1[CH:9]=[CH:8][N:7]=[C:6]([CH3:10])[CH:5]=1.O.[NH2:13][NH2:14]. The catalyst is CO. The product is [CH3:10][C:6]1[CH:5]=[C:4]([CH:9]=[CH:8][N:7]=1)[C:3]([NH:13][NH2:14])=[O:2]. The yield is 0.860. (10) The reactants are [F:1][C:2]([F:16])([F:15])[CH2:3][S:4][C:5]1[N:10]=[CH:9][C:8]([C:11]([O:13]C)=[O:12])=[CH:7][CH:6]=1.[OH-].[Na+]. The catalyst is CO. The product is [F:16][C:2]([F:1])([F:15])[CH2:3][S:4][C:5]1[N:10]=[CH:9][C:8]([C:11]([OH:13])=[O:12])=[CH:7][CH:6]=1. The yield is 0.930.